From a dataset of Reaction yield outcomes from USPTO patents with 853,638 reactions. Predict the reaction yield, written as a fraction of the theoretical maximum amount of product (1.0 means a 100% yield; for example, 0.34 means a 34% yield). The reactants are C(NC(C)C)(C)C.C([Li])CCC.[C:13]1([CH:19]2[CH2:23][CH2:22][CH2:21][C:20]2=[O:24])[CH:18]=[CH:17][CH:16]=[CH:15][CH:14]=1.[C:25](C#N)(=[O:29])[O:26][CH2:27][CH3:28]. The catalyst is C1COCC1. The product is [O:24]=[C:20]1[CH:19]([C:13]2[CH:18]=[CH:17][CH:16]=[CH:15][CH:14]=2)[CH2:23][CH2:22][CH:21]1[C:25]([O:26][CH2:27][CH3:28])=[O:29]. The yield is 0.730.